This data is from Forward reaction prediction with 1.9M reactions from USPTO patents (1976-2016). The task is: Predict the product of the given reaction. (1) The product is: [I:1][CH2:2][C:3]1[N:4]=[C:5]([C:14]2[CH:19]=[CH:18][C:17]([O:26][CH3:25])=[CH:16][CH:15]=2)[O:6][C:7]=1[CH3:8]. Given the reactants [I:1][CH2:2][C:3]1[N:4]=[C:5]([C:14]2[CH:19]=[CH:18][C:17](C)=[CH:16][CH:15]=2)[O:6][C:7]=1[C:8]1C=CC=CC=1.C/C(/[C:25](C)=[O:26])=N\O.COC1C=CC(C=O)=CC=1, predict the reaction product. (2) Given the reactants [Cl:1][C:2]1[CH:7]=[CH:6][C:5]([N:8]2[CH2:13][CH2:12][N:11]([C:14]3[N:15]=[C:16]([N:24]4[CH2:28][C@H:27]([OH:29])[CH2:26][C@H:25]4[C:30]([O:32]C)=[O:31])[C:17]4[S:22](=[O:23])[CH2:21][CH2:20][C:18]=4[N:19]=3)[CH2:10][CH2:9]2)=[CH:4][CH:3]=1.[OH-].[Na+], predict the reaction product. The product is: [Cl:1][C:2]1[CH:3]=[CH:4][C:5]([N:8]2[CH2:9][CH2:10][N:11]([C:14]3[N:15]=[C:16]([N:24]4[CH2:28][C@H:27]([OH:29])[CH2:26][C@H:25]4[C:30]([OH:32])=[O:31])[C:17]4[S:22](=[O:23])[CH2:21][CH2:20][C:18]=4[N:19]=3)[CH2:12][CH2:13]2)=[CH:6][CH:7]=1.